From a dataset of Catalyst prediction with 721,799 reactions and 888 catalyst types from USPTO. Predict which catalyst facilitates the given reaction. (1) Reactant: [F:1][C:2]1[CH:9]=[CH:8][CH:7]=[C:4]([CH:5]=O)[C:3]=1[OH:10].CC1(C)O[C:17](=[O:18])[CH2:16][C:14](=[O:15])[O:13]1. Product: [F:1][C:2]1[CH:9]=[CH:8][CH:7]=[C:4]2[C:3]=1[O:10][C:17](=[O:18])[C:16]([C:14]([OH:15])=[O:13])=[CH:5]2. The catalyst class is: 6. (2) Reactant: [C:1]([Br:5])(Br)(Br)[Br:2].C1(P(C2C=CC=CC=2)C2C=CC=CC=2)C=CC=CC=1.[O:25]1[CH:29]=[CH:28][C:27]([CH:30]=O)=[CH:26]1. Product: [Br:2][C:1]([Br:5])=[CH:30][C:27]1[CH:28]=[CH:29][O:25][CH:26]=1. The catalyst class is: 2. (3) Reactant: [NH2:1][CH2:2][C:3]1[NH:4][C:5](=[O:13])[C:6]2[CH2:12][O:11][CH2:10][CH2:9][C:7]=2[N:8]=1.Br[CH2:15][C:16]1[CH:21]=[CH:20][C:19]([F:22])=[CH:18][CH:17]=1.CCCCCC.CO. Product: [F:22][C:19]1[CH:20]=[CH:21][C:16]([CH2:15][NH:1][CH2:2][C:3]2[NH:4][C:5](=[O:13])[C:6]3[CH2:12][O:11][CH2:10][CH2:9][C:7]=3[N:8]=2)=[CH:17][CH:18]=1. The catalyst class is: 412. (4) Reactant: [C-]#N.[K+].C([O:7][C@H:8]([C@@H:13]([O:30]C(=O)C)[C:14]([N:16]([CH2:21][C:22]1[CH:27]=[CH:26][C:25]([O:28][CH3:29])=[CH:24][CH:23]=1)[CH2:17][C:18]([CH3:20])=[CH2:19])=[O:15])[C:9]([O:11][CH3:12])=[O:10])(=O)C.C([O-])(O)=O.[Na+]. Product: [OH:7][C@H:8]([C@@H:13]([OH:30])[C:14]([N:16]([CH2:21][C:22]1[CH:27]=[CH:26][C:25]([O:28][CH3:29])=[CH:24][CH:23]=1)[CH2:17][C:18]([CH3:20])=[CH2:19])=[O:15])[C:9]([O:11][CH3:12])=[O:10]. The catalyst class is: 24. (5) Product: [Si:19]([O:26][C:27]1[CH:32]=[CH:31][C:30]([CH2:33][CH:34]([C:35]([O:37][CH2:38][C:39]2[CH:44]=[CH:43][CH:42]=[CH:41][CH:40]=2)=[O:36])[C:59]([C@H:56]2[CH2:57][CH2:58][C@@H:53]([O:52][Si:45]([C:48]([CH3:51])([CH3:50])[CH3:49])([CH3:46])[CH3:47])[CH2:54][CH2:55]2)([OH:70])[C:60]([O:62][CH2:63][C:64]2[CH:69]=[CH:68][CH:67]=[CH:66][CH:65]=2)=[O:61])=[CH:29][CH:28]=1)([C:22]([CH3:24])([CH3:25])[CH3:23])([CH3:21])[CH3:20]. Reactant: C([Li])CCC.CCCCCC.C(NC(C)C)(C)C.[Si:19]([O:26][C:27]1[CH:32]=[CH:31][C:30]([CH2:33][CH2:34][C:35]([O:37][CH2:38][C:39]2[CH:44]=[CH:43][CH:42]=[CH:41][CH:40]=2)=[O:36])=[CH:29][CH:28]=1)([C:22]([CH3:25])([CH3:24])[CH3:23])([CH3:21])[CH3:20].[Si:45]([O:52][C@@H:53]1[CH2:58][CH2:57][C@H:56]([C:59](=[O:70])[C:60]([O:62][CH2:63][C:64]2[CH:69]=[CH:68][CH:67]=[CH:66][CH:65]=2)=[O:61])[CH2:55][CH2:54]1)([C:48]([CH3:51])([CH3:50])[CH3:49])([CH3:47])[CH3:46]. The catalyst class is: 1. (6) Reactant: C([O:3][C:4](=[O:40])[CH:5](Br)[CH:6]([C:8]1[CH:13]=[CH:12][C:11]([C:14]2[NH:15][C:16]3[N:17]([CH2:32][CH:33]4[CH2:38][CH2:37][CH2:36][CH2:35][CH2:34]4)[C:18](=[O:31])[N:19]([CH2:24][CH:25]4[CH2:30][CH2:29][CH2:28][CH2:27][CH2:26]4)[C:20](=[O:23])[C:21]=3[N:22]=2)=[CH:10][CH:9]=1)Br)C.CC(C)([O-])C.[K+].C. Product: [CH:25]1([CH2:24][N:19]2[C:20](=[O:23])[C:21]3[N:22]=[C:14]([C:11]4[CH:10]=[CH:9][C:8]([C:6]#[C:5][C:4]([OH:40])=[O:3])=[CH:13][CH:12]=4)[NH:15][C:16]=3[N:17]([CH2:32][CH:33]3[CH2:38][CH2:37][CH2:36][CH2:35][CH2:34]3)[C:18]2=[O:31])[CH2:26][CH2:27][CH2:28][CH2:29][CH2:30]1. The catalyst class is: 371.